From a dataset of Merck oncology drug combination screen with 23,052 pairs across 39 cell lines. Regression. Given two drug SMILES strings and cell line genomic features, predict the synergy score measuring deviation from expected non-interaction effect. (1) Drug 1: O=P1(N(CCCl)CCCl)NCCCO1. Drug 2: O=C(CCCCCCC(=O)Nc1ccccc1)NO. Cell line: T47D. Synergy scores: synergy=37.0. (2) Drug 1: O=P1(N(CCCl)CCCl)NCCCO1. Drug 2: COC1CC2CCC(C)C(O)(O2)C(=O)C(=O)N2CCCCC2C(=O)OC(C(C)CC2CCC(OP(C)(C)=O)C(OC)C2)CC(=O)C(C)C=C(C)C(O)C(OC)C(=O)C(C)CC(C)C=CC=CC=C1C. Cell line: SW837. Synergy scores: synergy=-2.19. (3) Drug 1: CC1(c2nc3c(C(N)=O)cccc3[nH]2)CCCN1. Drug 2: Cn1c(=O)n(-c2ccc(C(C)(C)C#N)cc2)c2c3cc(-c4cnc5ccccc5c4)ccc3ncc21. Cell line: MDAMB436. Synergy scores: synergy=24.1. (4) Drug 1: CN1C(=O)C=CC2(C)C3CCC4(C)C(NC(=O)OCC(F)(F)F)CCC4C3CCC12. Drug 2: Cn1c(=O)n(-c2ccc(C(C)(C)C#N)cc2)c2c3cc(-c4cnc5ccccc5c4)ccc3ncc21. Cell line: UWB1289. Synergy scores: synergy=36.2. (5) Drug 1: COc1cccc2c1C(=O)c1c(O)c3c(c(O)c1C2=O)CC(O)(C(=O)CO)CC3OC1CC(N)C(O)C(C)O1. Drug 2: O=C(CCCCCCC(=O)Nc1ccccc1)NO. Cell line: EFM192B. Synergy scores: synergy=8.79. (6) Drug 1: COC12C(COC(N)=O)C3=C(C(=O)C(C)=C(N)C3=O)N1CC1NC12. Cell line: A427. Drug 2: Cn1nnc2c(C(N)=O)ncn2c1=O. Synergy scores: synergy=6.36. (7) Drug 1: CCC1=CC2CN(C1)Cc1c([nH]c3ccccc13)C(C(=O)OC)(c1cc3c(cc1OC)N(C)C1C(O)(C(=O)OC)C(OC(C)=O)C4(CC)C=CCN5CCC31C54)C2. Drug 2: Cn1cc(-c2cnn3c(N)c(Br)c(C4CCCNC4)nc23)cn1. Cell line: OVCAR3. Synergy scores: synergy=-27.3.